Dataset: Catalyst prediction with 721,799 reactions and 888 catalyst types from USPTO. Task: Predict which catalyst facilitates the given reaction. (1) Reactant: [CH2:1]([C:5]1[CH:6]=[CH:7][C:8]([O:15][CH3:16])=[C:9]([S:11]([NH2:14])(=[O:13])=[O:12])[CH:10]=1)[C:2]([CH3:4])=O.Cl.[NH2:18][OH:19].C(N(CC)CC)C. Product: [OH:19][N:18]=[C:2]([CH3:4])[CH2:1][C:5]1[CH:6]=[CH:7][C:8]([O:15][CH3:16])=[C:9]([S:11]([NH2:14])(=[O:13])=[O:12])[CH:10]=1. The catalyst class is: 5. (2) The catalyst class is: 7. Product: [NH2:1][C:2]1[N:3]=[CH:4][C:5]([B:28]([OH:29])[OH:32])=[CH:6][C:7]=1[C:8]1[S:9][C:10]2[CH:16]=[CH:15][C:14]([NH:17][C:18]([NH:20][C:21]3[CH:26]=[CH:25][CH:24]=[C:23]([CH3:27])[CH:22]=3)=[O:19])=[CH:13][C:11]=2[CH:12]=1. Reactant: [NH2:1][C:2]1[C:7]([C:8]2[S:9][C:10]3[CH:16]=[CH:15][C:14]([NH:17][C:18]([NH:20][C:21]4[CH:26]=[CH:25][CH:24]=[C:23]([CH3:27])[CH:22]=4)=[O:19])=[CH:13][C:11]=3[CH:12]=2)=[CH:6][C:5]([B:28]2[O:32]C(C)(C)C(C)(C)[O:29]2)=[CH:4][N:3]=1.Cl. (3) Reactant: [Na].[CH3:2][O:3][C:4]1[N:9]=[CH:8][C:7]2[CH:10]([CH2:16][C:17]3[CH:22]=[CH:21][CH:20]=[CH:19][N:18]=3)[C:11](=O)[CH2:12][CH2:13][CH2:14][C:6]=2[CH:5]=1.[O-]CC.[Na+].[CH3:27][C:28](=[O:31])[CH:29]=[CH2:30]. Product: [CH3:2][O:3][C:4]1[N:9]=[CH:8][C:7]2[C:10]3([CH2:16][C:17]4[CH:22]=[CH:21][CH:20]=[CH:19][N:18]=4)[CH2:30][CH2:29][C:28](=[O:31])[CH:27]=[C:11]3[CH2:12][CH2:13][CH2:14][C:6]=2[CH:5]=1. The catalyst class is: 14. (4) Reactant: [CH3:1][C:2]1[N:3]([C:7]2[CH:12]=[CH:11][C:10]([NH:13][C:14]3[N:15]=[C:16](OS(C(F)(F)F)(=O)=O)[C:17]4[CH2:23][N:22]([C:24]([O:26][C:27]([CH3:30])([CH3:29])[CH3:28])=[O:25])[CH2:21][CH2:20][C:18]=4[N:19]=3)=[CH:9][CH:8]=2)[CH:4]=[CH:5][N:6]=1.[O:39]1[CH2:43][CH2:42][CH2:41][C@H:40]1[CH2:44][NH2:45]. Product: [CH3:1][C:2]1[N:3]([C:7]2[CH:8]=[CH:9][C:10]([NH:13][C:14]3[N:15]=[C:16]([NH:45][CH2:44][C@@H:40]4[CH2:41][CH2:42][CH2:43][O:39]4)[C:17]4[CH2:23][N:22]([C:24]([O:26][C:27]([CH3:28])([CH3:30])[CH3:29])=[O:25])[CH2:21][CH2:20][C:18]=4[N:19]=3)=[CH:11][CH:12]=2)[CH:4]=[CH:5][N:6]=1. The catalyst class is: 3. (5) Reactant: [CH3:1][C:2]1([CH3:18])[NH:7][C:6]([CH3:9])([CH3:8])[CH2:5][N:4]([CH2:10][CH2:11][O:12][CH2:13][CH2:14][C:15]#[N:16])[C:3]1=[O:17]. Product: [CH3:1][C:2]1([CH3:18])[NH:7][C:6]([CH3:8])([CH3:9])[CH2:5][N:4]([CH2:10][CH2:11][O:12][CH2:13][CH2:14][CH2:15][NH2:16])[C:3]1=[O:17]. The catalyst class is: 94. (6) Reactant: [NH2:1][C:2]1[CH:7]=[CH:6][CH:5]=[CH:4][CH:3]=1.[F:8][C:9]([F:20])([F:19])[C:10](=O)[CH:11]([CH3:17])[C:12](OCC)=[O:13].S(=O)(=O)(O)O.[OH-].[Na+]. Product: [CH3:17][C:11]1[C:12](=[O:13])[NH:1][C:2]2[C:7]([C:10]=1[C:9]([F:20])([F:19])[F:8])=[CH:6][CH:5]=[CH:4][CH:3]=2. The catalyst class is: 93. (7) Reactant: [CH2:1]([NH:4][C:5]([C:7]1[C:8]([I:19])=[C:9]([C:13]([I:18])=[C:14]([NH2:17])[C:15]=1[I:16])[C:10]([Cl:12])=[O:11])=[O:6])[CH:2]=[CH2:3].[C:20]([O:23][CH2:24][C:25](Cl)=[O:26])(=[O:22])[CH3:21]. Product: [CH2:1]([NH:4][C:5]([C:7]1[C:15]([I:16])=[C:14]([NH:17][C:25]([CH2:24][O:23][C:20](=[O:22])[CH3:21])=[O:26])[C:13]([I:18])=[C:9]([C:10]([Cl:12])=[O:11])[C:8]=1[I:19])=[O:6])[CH:2]=[CH2:3]. The catalyst class is: 566.